This data is from Forward reaction prediction with 1.9M reactions from USPTO patents (1976-2016). The task is: Predict the product of the given reaction. (1) The product is: [CH2:25]([N:24]([CH2:17][C:18]1[CH:23]=[CH:22][CH:21]=[CH:20][CH:19]=1)[CH:5]1[CH2:4][CH:3]([C:8]([O:10][CH2:11][CH3:12])=[O:9])[CH:2]([CH3:1])[CH2:6]1)[C:26]1[CH:31]=[CH:30][CH:29]=[CH:28][CH:27]=1. Given the reactants [CH3:1][CH:2]1[CH2:6][C:5](=O)[CH2:4][CH:3]1[C:8]([O:10][CH2:11][CH3:12])=[O:9].CC(O)=O.[CH2:17]([NH:24][CH2:25][C:26]1[CH:31]=[CH:30][CH:29]=[CH:28][CH:27]=1)[C:18]1[CH:23]=[CH:22][CH:21]=[CH:20][CH:19]=1.C(O[BH-](OC(=O)C)OC(=O)C)(=O)C.[Na+].C([O-])(O)=O.[Na+], predict the reaction product. (2) Given the reactants [CH3:1][N:2]([CH3:7])[CH2:3][CH2:4][CH2:5][NH2:6].[Cl:8][C:9]1[CH:10]=[C:11]2[C:15](=[CH:16][CH:17]=1)[N:14]([C:18](OC1C=CC([N+]([O-])=O)=CC=1)=[O:19])[C:13](=[O:30])[CH2:12]2, predict the reaction product. The product is: [CH3:1][N:2]([CH3:7])[CH2:3][CH2:4][CH2:5][NH:6][C:18]([N:14]1[C:15]2[C:11](=[CH:10][C:9]([Cl:8])=[CH:17][CH:16]=2)[CH2:12][C:13]1=[O:30])=[O:19].